From a dataset of NCI-60 drug combinations with 297,098 pairs across 59 cell lines. Regression. Given two drug SMILES strings and cell line genomic features, predict the synergy score measuring deviation from expected non-interaction effect. (1) Drug 1: C1=CC(=CC=C1CC(C(=O)O)N)N(CCCl)CCCl.Cl. Drug 2: CC1=C(N=C(N=C1N)C(CC(=O)N)NCC(C(=O)N)N)C(=O)NC(C(C2=CN=CN2)OC3C(C(C(C(O3)CO)O)O)OC4C(C(C(C(O4)CO)O)OC(=O)N)O)C(=O)NC(C)C(C(C)C(=O)NC(C(C)O)C(=O)NCCC5=NC(=CS5)C6=NC(=CS6)C(=O)NCCC[S+](C)C)O. Cell line: NCI-H322M. Synergy scores: CSS=-3.81, Synergy_ZIP=1.97, Synergy_Bliss=0.129, Synergy_Loewe=-6.36, Synergy_HSA=-4.02. (2) Drug 1: C1=CC(=CC=C1CCCC(=O)O)N(CCCl)CCCl. Drug 2: COC1=NC(=NC2=C1N=CN2C3C(C(C(O3)CO)O)O)N. Cell line: NCI-H322M. Synergy scores: CSS=-0.744, Synergy_ZIP=1.92, Synergy_Bliss=-0.509, Synergy_Loewe=-1.41, Synergy_HSA=-1.54. (3) Drug 1: CC(C)CN1C=NC2=C1C3=CC=CC=C3N=C2N. Drug 2: C(CN)CNCCSP(=O)(O)O. Cell line: MCF7. Synergy scores: CSS=-1.41, Synergy_ZIP=2.07, Synergy_Bliss=2.06, Synergy_Loewe=0.0654, Synergy_HSA=-1.27. (4) Drug 2: C(CC(=O)O)C(=O)CN.Cl. Synergy scores: CSS=30.4, Synergy_ZIP=2.81, Synergy_Bliss=10.1, Synergy_Loewe=2.05, Synergy_HSA=10.4. Cell line: UO-31. Drug 1: COC1=CC(=CC(=C1O)OC)C2C3C(COC3=O)C(C4=CC5=C(C=C24)OCO5)OC6C(C(C7C(O6)COC(O7)C8=CC=CS8)O)O. (5) Synergy scores: CSS=30.5, Synergy_ZIP=-3.93, Synergy_Bliss=-0.970, Synergy_Loewe=2.10, Synergy_HSA=2.95. Cell line: HOP-62. Drug 1: C1CCC(CC1)NC(=O)N(CCCl)N=O. Drug 2: CC1=C(C(=CC=C1)Cl)NC(=O)C2=CN=C(S2)NC3=CC(=NC(=N3)C)N4CCN(CC4)CCO. (6) Drug 1: CC1=C2C(C(=O)C3(C(CC4C(C3C(C(C2(C)C)(CC1OC(=O)C(C(C5=CC=CC=C5)NC(=O)OC(C)(C)C)O)O)OC(=O)C6=CC=CC=C6)(CO4)OC(=O)C)O)C)O. Drug 2: B(C(CC(C)C)NC(=O)C(CC1=CC=CC=C1)NC(=O)C2=NC=CN=C2)(O)O. Cell line: NCI-H460. Synergy scores: CSS=82.5, Synergy_ZIP=-3.73, Synergy_Bliss=-10.2, Synergy_Loewe=-9.50, Synergy_HSA=-6.84. (7) Drug 1: C(CC(=O)O)C(=O)CN.Cl. Drug 2: CN(C(=O)NC(C=O)C(C(C(CO)O)O)O)N=O. Cell line: SNB-19. Synergy scores: CSS=11.3, Synergy_ZIP=-2.88, Synergy_Bliss=-2.87, Synergy_Loewe=-2.34, Synergy_HSA=-4.88.